Dataset: Catalyst prediction with 721,799 reactions and 888 catalyst types from USPTO. Task: Predict which catalyst facilitates the given reaction. (1) Reactant: [Cl:1][C:2]1[CH:7]=[CH:6][CH:5]=[C:4]([Cl:8])[C:3]=1[N:9]1[C:18]2[C:13](=[C:14]([C:21]3[CH:26]=[CH:25][C:24](F)=[CH:23][C:22]=3F)[CH:15]=[C:16]([O:19][CH3:20])[CH:17]=2)[CH2:12][CH2:11][C:10]1=[O:29].[ClH:30]. Product: [Cl:30][C:22]1[CH:23]=[CH:24][CH:25]=[CH:26][C:21]=1[C:14]1[CH:15]=[C:16]([O:19][CH3:20])[CH:17]=[C:18]2[C:13]=1[CH:12]=[CH:11][C:10](=[O:29])[N:9]2[C:3]1[C:2]([Cl:1])=[CH:7][CH:6]=[CH:5][C:4]=1[Cl:8].[ClH:1]. The catalyst class is: 135. (2) Reactant: [CH3:1][C:2]1[CH:3]=[C:4]([CH:8]=[CH:9][CH:10]=1)[C:5]([OH:7])=[O:6].[Br:11]NC(=O)CCC(N)=O. Product: [Br:11][CH2:1][C:2]1[CH:3]=[C:4]([CH:8]=[CH:9][CH:10]=1)[C:5]([OH:7])=[O:6]. The catalyst class is: 855. (3) Reactant: [C:1](Cl)(=[O:5])[CH2:2][CH2:3][CH3:4].[F:7][C:8]1[C:9]([C:18]([F:21])([F:20])[F:19])=[CH:10][CH:11]=[C:12]2[C:16]=1[NH:15][N:14]=[C:13]2[NH2:17]. Product: [F:7][C:8]1[C:9]([C:18]([F:21])([F:19])[F:20])=[CH:10][CH:11]=[C:12]2[C:16]=1[NH:15][N:14]=[C:13]2[NH:17][C:1](=[O:5])[CH2:2][CH2:3][CH3:4]. The catalyst class is: 17. (4) Reactant: [C:1]([C:5]1[CH:9]=[C:8]([CH2:10][NH2:11])[N:7]([C:12]2[CH:17]=[CH:16][CH:15]=[C:14]([Cl:18])[CH:13]=2)[N:6]=1)([CH3:4])([CH3:3])[CH3:2].[F:19][C:20]1[CH:21]=[C:22]([NH:31][C:32](=O)[O:33]C2C=CC=CC=2)[CH:23]=[CH:24][C:25]=1[O:26][CH2:27][CH2:28][O:29][CH3:30]. Product: [C:1]([C:5]1[CH:9]=[C:8]([CH2:10][NH:11][C:32]([NH:31][C:22]2[CH:23]=[CH:24][C:25]([O:26][CH2:27][CH2:28][O:29][CH3:30])=[C:20]([F:19])[CH:21]=2)=[O:33])[N:7]([C:12]2[CH:17]=[CH:16][CH:15]=[C:14]([Cl:18])[CH:13]=2)[N:6]=1)([CH3:4])([CH3:2])[CH3:3]. The catalyst class is: 23. (5) Reactant: C(OC([N:8]1[CH2:14][CH2:13][CH2:12][N:11]([C:15](=[O:22])[CH2:16][CH:17]2[CH2:21][CH2:20][CH2:19][CH2:18]2)[CH2:10][CH2:9]1)=O)(C)(C)C.Cl. Product: [CH:17]1([CH2:16][C:15]([N:11]2[CH2:12][CH2:13][CH2:14][NH:8][CH2:9][CH2:10]2)=[O:22])[CH2:21][CH2:20][CH2:19][CH2:18]1. The catalyst class is: 71. (6) Reactant: Br[C:2]1[N:7]=[C:6]([C:8]([C@H:10]2[CH2:14][O:13][C:12]([CH3:16])([CH3:15])[O:11]2)=[O:9])[CH:5]=[CH:4][CH:3]=1.[F:17][C:18]1[CH:39]=[CH:38][C:21]([O:22][C:23]2[CH:28]=[CH:27][C:26](B3OC(C)(C)C(C)(C)O3)=[CH:25][CH:24]=2)=[CH:20][CH:19]=1.C([O-])([O-])=O.[Na+].[Na+]. Product: [CH3:15][C:12]1([CH3:16])[O:11][C@@H:10]([C:8]([C:6]2[CH:5]=[CH:4][CH:3]=[C:2]([C:26]3[CH:25]=[CH:24][C:23]([O:22][C:21]4[CH:20]=[CH:19][C:18]([F:17])=[CH:39][CH:38]=4)=[CH:28][CH:27]=3)[N:7]=2)=[O:9])[CH2:14][O:13]1. The catalyst class is: 75.